From a dataset of Forward reaction prediction with 1.9M reactions from USPTO patents (1976-2016). Predict the product of the given reaction. Given the reactants Cl[C:2]1[C:3]2[N:4]([C:13]([O:16]C)=[N:14][N:15]=2)[C:5]2[C:10]([N:11]=1)=[CH:9][CH:8]=[C:7]([F:12])[CH:6]=2.C([N:20]([CH2:23][CH3:24])[CH2:21][CH3:22])C.C(#[N:27])C, predict the reaction product. The product is: [F:12][C:7]1[CH:6]=[C:5]2[C:10]([N:11]=[C:2]([N:27]3[CH2:24][CH2:23][NH:20][CH2:21][CH2:22]3)[C:3]3[N:4]2[C:13](=[O:16])[NH:14][N:15]=3)=[CH:9][CH:8]=1.